Dataset: NCI-60 drug combinations with 297,098 pairs across 59 cell lines. Task: Regression. Given two drug SMILES strings and cell line genomic features, predict the synergy score measuring deviation from expected non-interaction effect. (1) Drug 1: C1=NC2=C(N=C(N=C2N1C3C(C(C(O3)CO)O)O)F)N. Drug 2: CC1=C2C(C(=O)C3(C(CC4C(C3C(C(C2(C)C)(CC1OC(=O)C(C(C5=CC=CC=C5)NC(=O)C6=CC=CC=C6)O)O)OC(=O)C7=CC=CC=C7)(CO4)OC(=O)C)O)C)OC(=O)C. Cell line: EKVX. Synergy scores: CSS=6.11, Synergy_ZIP=-3.19, Synergy_Bliss=-6.50, Synergy_Loewe=-40.0, Synergy_HSA=-6.42. (2) Drug 1: CC1=C(N=C(N=C1N)C(CC(=O)N)NCC(C(=O)N)N)C(=O)NC(C(C2=CN=CN2)OC3C(C(C(C(O3)CO)O)O)OC4C(C(C(C(O4)CO)O)OC(=O)N)O)C(=O)NC(C)C(C(C)C(=O)NC(C(C)O)C(=O)NCCC5=NC(=CS5)C6=NC(=CS6)C(=O)NCCC[S+](C)C)O. Drug 2: CC(C)CN1C=NC2=C1C3=CC=CC=C3N=C2N. Cell line: 786-0. Synergy scores: CSS=24.1, Synergy_ZIP=0.961, Synergy_Bliss=1.66, Synergy_Loewe=-0.503, Synergy_HSA=1.91. (3) Drug 1: CN1C2=C(C=C(C=C2)N(CCCl)CCCl)N=C1CCCC(=O)O.Cl. Drug 2: COCCOC1=C(C=C2C(=C1)C(=NC=N2)NC3=CC=CC(=C3)C#C)OCCOC.Cl. Cell line: EKVX. Synergy scores: CSS=11.6, Synergy_ZIP=5.69, Synergy_Bliss=8.62, Synergy_Loewe=0.120, Synergy_HSA=3.45. (4) Drug 1: CC(C1=C(C=CC(=C1Cl)F)Cl)OC2=C(N=CC(=C2)C3=CN(N=C3)C4CCNCC4)N. Drug 2: C1CC(C1)(C(=O)O)C(=O)O.[NH2-].[NH2-].[Pt+2]. Cell line: HL-60(TB). Synergy scores: CSS=87.4, Synergy_ZIP=10.4, Synergy_Bliss=12.8, Synergy_Loewe=10.7, Synergy_HSA=10.9. (5) Drug 1: COC1=NC(=NC2=C1N=CN2C3C(C(C(O3)CO)O)O)N. Drug 2: N.N.Cl[Pt+2]Cl. Cell line: NCI-H522. Synergy scores: CSS=69.0, Synergy_ZIP=-1.18, Synergy_Bliss=1.59, Synergy_Loewe=-7.59, Synergy_HSA=4.10. (6) Synergy scores: CSS=26.2, Synergy_ZIP=-6.96, Synergy_Bliss=-0.496, Synergy_Loewe=-13.0, Synergy_HSA=-0.0146. Drug 2: C1=NC2=C(N=C(N=C2N1C3C(C(C(O3)CO)O)F)Cl)N. Cell line: SF-268. Drug 1: C1C(C(OC1N2C=C(C(=O)NC2=O)F)CO)O. (7) Drug 1: C(=O)(N)NO. Drug 2: CNC(=O)C1=NC=CC(=C1)OC2=CC=C(C=C2)NC(=O)NC3=CC(=C(C=C3)Cl)C(F)(F)F. Cell line: HCT-15. Synergy scores: CSS=2.62, Synergy_ZIP=3.42, Synergy_Bliss=6.70, Synergy_Loewe=6.30, Synergy_HSA=0.493. (8) Drug 1: C1CC(C1)(C(=O)O)C(=O)O.[NH2-].[NH2-].[Pt+2]. Drug 2: C1CC(=O)NC(=O)C1N2C(=O)C3=CC=CC=C3C2=O. Cell line: T-47D. Synergy scores: CSS=2.42, Synergy_ZIP=0.394, Synergy_Bliss=0.831, Synergy_Loewe=-1.40, Synergy_HSA=-1.67. (9) Drug 1: CCN(CC)CCNC(=O)C1=C(NC(=C1C)C=C2C3=C(C=CC(=C3)F)NC2=O)C. Drug 2: CN1C2=C(C=C(C=C2)N(CCCl)CCCl)N=C1CCCC(=O)O.Cl. Cell line: BT-549. Synergy scores: CSS=4.60, Synergy_ZIP=0.143, Synergy_Bliss=2.76, Synergy_Loewe=1.59, Synergy_HSA=0.791.